Dataset: Forward reaction prediction with 1.9M reactions from USPTO patents (1976-2016). Task: Predict the product of the given reaction. (1) Given the reactants [F:1][C:2]([F:15])([F:14])[C@@:3]([OH:13])([C:7]1[CH:12]=[CH:11][CH:10]=[CH:9][CH:8]=1)[C:4]([OH:6])=O.[F:16][C:17]1[C:22]([CH2:23][NH2:24])=[CH:21][C:20]([CH3:25])=[CH:19][N:18]=1.C(N(C(C)C)CC)(C)C.F[P-](F)(F)(F)(F)F.N1(O[P+](N2CCCC2)(N2CCCC2)N2CCCC2)C2C=CC=CC=2N=N1, predict the reaction product. The product is: [F:14][C:2]([F:1])([F:15])[C@@:3]([OH:13])([C:7]1[CH:12]=[CH:11][CH:10]=[CH:9][CH:8]=1)[C:4]([NH:24][CH2:23][C:22]1[C:17]([F:16])=[N:18][CH:19]=[C:20]([CH3:25])[CH:21]=1)=[O:6]. (2) Given the reactants N1C2C(=CC=CC=2)C=CC=1.ClC1C(Cl)=CC([N+]([O-])=O)=C2C=1C(C)=CC(O)=N2.[H-].[Na+].CI.Cl[C:33]1[C:42]([Cl:43])=[CH:41][C:40]([N+:44]([O-:46])=[O:45])=[C:39]2[C:34]=1[C:35]([CH3:49])=[CH:36][C:37]([O:47][CH3:48])=[N:38]2.ClCl.[F:52][C:53]([F:62])([F:61])[C:54]1[CH:55]=[C:56]([OH:60])[CH:57]=[CH:58][CH:59]=1, predict the reaction product. The product is: [Cl:43][C:42]1[C:33]([O:60][C:56]2[CH:57]=[CH:58][CH:59]=[C:54]([C:53]([F:52])([F:61])[F:62])[CH:55]=2)=[C:34]2[C:39](=[C:40]([N+:44]([O-:46])=[O:45])[CH:41]=1)[N:38]=[C:37]([O:47][CH3:48])[CH:36]=[C:35]2[CH3:49].